Regression/Classification. Given a drug SMILES string, predict its absorption, distribution, metabolism, or excretion properties. Task type varies by dataset: regression for continuous measurements (e.g., permeability, clearance, half-life) or binary classification for categorical outcomes (e.g., BBB penetration, CYP inhibition). Dataset: cyp2c9_veith. From a dataset of CYP2C9 inhibition data for predicting drug metabolism from PubChem BioAssay. (1) The result is 1 (inhibitor). The drug is CCOC(=O)N1CCN(C(=O)Cc2ccsc2)CC1. (2) The molecule is CC(C)C(NC(=O)c1ccc(C(C)(C)C)cc1)C(=O)O. The result is 0 (non-inhibitor). (3) The drug is COc1cc(OC)c(C(=O)CCCCN2CCC3(CC2)NC(=O)NC3=O)cc1NS(=O)(=O)c1ccc(C(F)(F)F)cc1. The result is 0 (non-inhibitor). (4) The result is 0 (non-inhibitor). The molecule is Cn1ncc2c(Cl)ncnc21. (5) The drug is CC(=O)N[C@@H](CC(C)C)C(=O)O. The result is 0 (non-inhibitor). (6) The drug is COc1ccccc1CNc1ccnc(-c2cccc(C#N)c2)n1. The result is 0 (non-inhibitor). (7) The compound is c1ccc2cc(Sc3ncnc4c3oc3ccccc34)ccc2c1. The result is 1 (inhibitor).